From a dataset of Reaction yield outcomes from USPTO patents with 853,638 reactions. Predict the reaction yield, written as a fraction of the theoretical maximum amount of product (1.0 means a 100% yield; for example, 0.34 means a 34% yield). (1) The reactants are [NH:1]([C:6]([O:8][C:9]([CH3:12])([CH3:11])[CH3:10])=[O:7])[CH2:2][C:3]([OH:5])=[O:4].C1CCC(N=C=NC2CCCCC2)CC1.[C:28]([O:32][C:33]1[C:42]2[C:37](=[CH:38][CH:39]=[CH:40][CH:41]=2)[C:36](O)=[C:35]([CH3:44])[C:34]=1[CH2:45]/[CH:46]=[C:47](\[CH3:79])/[CH2:48][CH2:49]/[CH:50]=[C:51](\[CH3:78])/[CH2:52][CH2:53]/[CH:54]=[C:55](\[CH3:77])/[CH2:56][CH2:57]/[CH:58]=[C:59](\[CH3:76])/[CH2:60][CH2:61]/[CH:62]=[C:63](\[CH3:75])/[CH2:64][CH2:65]/[CH:66]=[C:67](\[CH3:74])/[CH2:68][CH2:69][CH:70]=[C:71]([CH3:73])[CH3:72])(=[O:31])[CH2:29][CH3:30]. The catalyst is CN(C1C=CN=CC=1)C.C(Cl)Cl.CCOCC. The product is [C:28]([O:32][C:33]1[C:42]2[C:37](=[CH:38][CH:39]=[CH:40][CH:41]=2)[C:36]([O:4][C:3](=[O:5])[CH2:2][NH:1][C:6]([O:8][C:9]([CH3:12])([CH3:11])[CH3:10])=[O:7])=[C:35]([CH3:44])[C:34]=1[CH2:45]/[CH:46]=[C:47](\[CH3:79])/[CH2:48][CH2:49]/[CH:50]=[C:51](\[CH3:78])/[CH2:52][CH2:53]/[CH:54]=[C:55](\[CH3:77])/[CH2:56][CH2:57]/[CH:58]=[C:59](\[CH3:76])/[CH2:60][CH2:61]/[CH:62]=[C:63](\[CH3:75])/[CH2:64][CH2:65]/[CH:66]=[C:67](\[CH3:74])/[CH2:68][CH2:69][CH:70]=[C:71]([CH3:73])[CH3:72])(=[O:31])[CH2:29][CH3:30]. The yield is 0.410. (2) The reactants are [NH:1](C(OCC1C=CC=CC=1)=O)[C@H:2]([C:8]([O:10]CC1C=CC=CC=1)=[O:9])[CH2:3][CH2:4][C:5](=O)[OH:6].C1N=CN(C(N2C=NC=C2)=O)C=1.[CH:40]1[C:45]([S:46]([OH:49])(=[O:48])=[O:47])=[C:44]([OH:50])[C:43]([NH2:51])=[CH:42][C:41]=1Cl.C1COCC1. The catalyst is C(Cl)Cl. The product is [OH:50][C:44]1[C:45]([S:46]([OH:49])(=[O:48])=[O:47])=[CH:40][CH:41]=[CH:42][C:43]=1[NH:51][C:5](=[O:6])[CH2:4][CH2:3][C@@H:2]([C:8]([OH:10])=[O:9])[NH2:1]. The yield is 0.400. (3) The reactants are F.F.F.C(N(CC)CC)C.C(N(CC)CC)C.[Si]([O:35][CH2:36][C@H:37]1[O:41][C@@H:40]([N:42]2[CH:49]=[C:48]([CH3:50])[C:46](=[O:47])[NH:45][C:43]2=[O:44])[C@H:39]([O:51][CH2:52][CH2:53][O:54][N:55]([CH3:57])[CH3:56])[C@@H:38]1[OH:58])(C(C)(C)C)(C1C=CC=CC=1)C1C=CC=CC=1.CO. The catalyst is C1COCC1.C(Cl)Cl. The product is [CH3:56][N:55]([CH3:57])[O:54][CH2:53][CH2:52][O:51][C@@H:39]1[C@H:38]([OH:58])[C@@H:37]([CH2:36][OH:35])[O:41][C@H:40]1[N:42]1[CH:49]=[C:48]([CH3:50])[C:46](=[O:47])[NH:45][C:43]1=[O:44]. The yield is 0.925. (4) The reactants are [CH3:1][C:2]1([CH3:47])[CH2:10][C:9]2[N:8]([CH2:11][O:12][CH2:13][CH2:14][Si:15]([CH3:18])([CH3:17])[CH3:16])[N:7]=[C:6]([C:19]3[N:20]([CH2:39][O:40][CH2:41][CH2:42][Si:43]([CH3:46])([CH3:45])[CH3:44])[C:21]4[C:26]([CH:27]=3)=[CH:25][CH:24]=[C:23]([NH:28][C:29](=[O:38])[O:30][CH2:31][C:32]3[CH:37]=[CH:36][CH:35]=[CH:34][CH:33]=3)[CH:22]=4)[C:5]=2[CH2:4][CH2:3]1.[H-].[Na+].CI.[C:52](OCC)(=O)C. The catalyst is CN(C)C=O.O. The yield is 0.690. The product is [CH3:1][C:2]1([CH3:47])[CH2:10][C:9]2[N:8]([CH2:11][O:12][CH2:13][CH2:14][Si:15]([CH3:16])([CH3:17])[CH3:18])[N:7]=[C:6]([C:19]3[N:20]([CH2:39][O:40][CH2:41][CH2:42][Si:43]([CH3:45])([CH3:44])[CH3:46])[C:21]4[C:26]([CH:27]=3)=[CH:25][CH:24]=[C:23]([N:28]([CH3:52])[C:29](=[O:38])[O:30][CH2:31][C:32]3[CH:37]=[CH:36][CH:35]=[CH:34][CH:33]=3)[CH:22]=4)[C:5]=2[CH2:4][CH2:3]1. (5) The reactants are Br[C:2]1[C:11]2[C:6](=[CH:7][CH:8]=[C:9]([OH:12])[CH:10]=2)[N:5]=[C:4]([C:13]2[CH:18]=[CH:17][C:16]([OH:19])=[C:15]([F:20])[CH:14]=2)[CH:3]=1.[F:21][C:22]1[CH:27]=[CH:26][C:25](B(O)O)=[CH:24][CH:23]=1. No catalyst specified. The product is [F:20][C:15]1[CH:14]=[C:13]([C:4]2[CH:3]=[C:2]([C:25]3[CH:26]=[CH:27][C:22]([F:21])=[CH:23][CH:24]=3)[C:11]3[C:6](=[CH:7][CH:8]=[C:9]([OH:12])[CH:10]=3)[N:5]=2)[CH:18]=[CH:17][C:16]=1[OH:19]. The yield is 0.900. (6) The reactants are Br[C:2]1[C:3](=[O:10])[N:4]([CH3:9])[CH:5]=[C:6]([Br:8])[CH:7]=1.N[C:12]1[N:17]=[CH:16][CH:15]=[CH:14][N:13]=1.C(=O)([O-])[O-].[Cs+].[Cs+].CC1(C)C2C(=C(P(C3C=CC=CC=3)C3C=CC=CC=3)C=CC=2)OC2C(P(C3C=CC=CC=3)C3C=CC=CC=3)=CC=CC1=2.C[N:67](C=O)C. The catalyst is C(Cl)Cl.CO.O.C1C=CC(/C=C/C(/C=C/C2C=CC=CC=2)=O)=CC=1.C1C=CC(/C=C/C(/C=C/C2C=CC=CC=2)=O)=CC=1.C1C=CC(/C=C/C(/C=C/C2C=CC=CC=2)=O)=CC=1.[Pd].[Pd].O1CCOCC1. The product is [Br:8][C:6]1[CH:7]=[C:2]([NH:67][C:14]2[CH:15]=[CH:16][N:17]=[CH:12][N:13]=2)[C:3](=[O:10])[N:4]([CH3:9])[CH:5]=1. The yield is 0.580. (7) The reactants are Br[CH:2]([CH2:12][C:13]1[CH:18]=[CH:17][C:16]([N+:19]([O-:21])=[O:20])=[CH:15][CH:14]=1)[C:3]([C:5]1[CH:10]=[CH:9][C:8]([F:11])=[CH:7][CH:6]=1)=O.[NH2:22][C:23]([NH2:25])=[S:24].C([O-])(=O)C.[Na+]. No catalyst specified. The product is [F:11][C:8]1[CH:9]=[CH:10][C:5]([C:3]2[N:22]=[C:23]([NH2:25])[S:24][C:2]=2[CH2:12][C:13]2[CH:18]=[CH:17][C:16]([N+:19]([O-:21])=[O:20])=[CH:15][CH:14]=2)=[CH:6][CH:7]=1. The yield is 0.714.